Predict the product of the given reaction. From a dataset of Forward reaction prediction with 1.9M reactions from USPTO patents (1976-2016). (1) The product is: [Cl:1][C:2]1[CH:3]=[CH:4][C:5]([N:8]2[C:17](=[O:18])[C:16]3[C:11](=[CH:12][CH:13]=[CH:14][CH:15]=3)[N:10]=[C:9]2[C:19]2[CH:20]=[C:21]3[C:22](=[CH:23][CH:24]=2)[NH:30][CH:29]=[CH:28]3)=[CH:6][CH:7]=1. Given the reactants [Cl:1][C:2]1[CH:7]=[CH:6][C:5]([N:8]2[C:17](=[O:18])[C:16]3[C:11](=[CH:12][CH:13]=[CH:14][CH:15]=3)[N:10]=[C:9]2[C:19]2[CH:24]=[CH:23][C:22]([N+]([O-])=O)=[C:21](/[CH:28]=[CH:29]/[N:30](C)C)[CH:20]=2)=[CH:4][CH:3]=1.[OH-].[Na+], predict the reaction product. (2) Given the reactants Br[C:2]1[C:7]([CH3:8])=[CH:6][CH:5]=[CH:4][N:3]=1.[C:9]1(B(O)O)[CH:14]=[CH:13][CH:12]=[CH:11][CH:10]=1.C(=O)([O-])[O-].[Na+].[Na+].ClCCl, predict the reaction product. The product is: [CH3:8][C:7]1[C:2]([C:9]2[CH:14]=[CH:13][CH:12]=[CH:11][CH:10]=2)=[N:3][CH:4]=[CH:5][CH:6]=1. (3) Given the reactants [CH3:1][C:2]1[C:7]([CH:8]([CH2:13][CH2:14][CH3:15])[C:9]([O:11]C)=[O:10])=[C:6]([C:16]2[CH:21]=[CH:20][C:19]([CH3:22])=[CH:18][CH:17]=2)[N:5]=[C:4]([N:23]2[CH2:28][CH2:27][CH2:26][CH:25]([CH3:29])[CH2:24]2)[N:3]=1.[OH-].[Na+], predict the reaction product. The product is: [CH3:1][C:2]1[C:7]([CH:8]([CH2:13][CH2:14][CH3:15])[C:9]([OH:11])=[O:10])=[C:6]([C:16]2[CH:17]=[CH:18][C:19]([CH3:22])=[CH:20][CH:21]=2)[N:5]=[C:4]([N:23]2[CH2:28][CH2:27][CH2:26][CH:25]([CH3:29])[CH2:24]2)[N:3]=1. (4) Given the reactants C([C@@:3]1([CH:10]=[CH2:11])[CH2:5][C@@:4]1([C:7]([O-:9])=[O:8])[NH2:6])C.[C:12]([O:16][C:17]([N:19]1[CH:28]([C:29]([OH:31])=O)[CH2:27][C:26]2[C:21](=[CH:22][CH:23]=[C:24]([O:32][C:33]3[CH:38]=[CH:37][CH:36]=[C:35]([Cl:39])[CH:34]=3)[CH:25]=2)[CH2:20]1)=[O:18])([CH3:15])([CH3:14])[CH3:13].F[P-](F)(F)(F)(F)F.N1(OC(N(C)C)=[N+](C)C)[C:51]2N=CC=C[C:50]=2N=N1.C(N(CC)C(C)C)(C)C, predict the reaction product. The product is: [CH2:50]([O:9][C:7]([C@@:4]1([NH:6][C:29]([CH:28]2[CH2:27][C:26]3[C:21](=[CH:22][CH:23]=[C:24]([O:32][C:33]4[CH:38]=[CH:37][CH:36]=[C:35]([Cl:39])[CH:34]=4)[CH:25]=3)[CH2:20][N:19]2[C:17]([O:16][C:12]([CH3:15])([CH3:14])[CH3:13])=[O:18])=[O:31])[CH2:5][C@H:3]1[CH:10]=[CH2:11])=[O:8])[CH3:51]. (5) The product is: [O:7]=[C:6]([NH2:15])[C@@H:5]([C@H:4]([C@@H:3]([C@@H:2]([CH2:1][OH:12])[OH:8])[OH:11])[OH:10])[OH:9].[NH2:26][CH2:25][CH2:24][C:23]1[CH:27]=[CH:28][C:29]([OH:30])=[C:21]([OH:20])[CH:22]=1. Given the reactants [CH2:1]([OH:12])[C@H:2]1[O:8][C:6](=[O:7])[C@H:5]([OH:9])[C@@H:4]([OH:10])[C@@H:3]1[OH:11].C([N:15](CC)CC)C.[OH:20][C:21]1[CH:22]=[C:23]([CH:27]=[CH:28][C:29]=1[OH:30])[CH2:24][CH2:25][NH2:26], predict the reaction product. (6) Given the reactants [C:1]([C:3]1[CH:8]=[C:7]([N+:9]([O-])=O)[CH:6]=[C:5]([O:12][CH2:13][CH2:14][O:15][CH2:16][CH2:17][O:18][CH2:19][CH2:20][O:21][CH3:22])[CH:4]=1)#[CH:2].[NH4+].[Cl-], predict the reaction product. The product is: [C:1]([C:3]1[CH:8]=[C:7]([CH:6]=[C:5]([O:12][CH2:13][CH2:14][O:15][CH2:16][CH2:17][O:18][CH2:19][CH2:20][O:21][CH3:22])[CH:4]=1)[NH2:9])#[CH:2]. (7) The product is: [CH3:1][C:2]([CH3:36])([CH3:35])[CH2:3][CH2:4][C@@:5]1([CH3:34])[C:14]2[C:9](=[CH:10][CH:11]=[CH:12][CH:13]=2)[C:8]([O-:15])=[C:7]([C:16]2[NH:21][C:20]3[CH:22]=[CH:23][C:24]([NH:26][S:27]([CH3:30])(=[O:29])=[O:28])=[CH:25][C:19]=3[S:18](=[O:32])(=[O:31])[N:17]=2)[C:6]1=[O:33].[Na+:38]. Given the reactants [CH3:1][C:2]([CH3:36])([CH3:35])[CH2:3][CH2:4][C@@:5]1([CH3:34])[C:14]2[C:9](=[CH:10][CH:11]=[CH:12][CH:13]=2)[C:8]([OH:15])=[C:7]([C:16]2[NH:21][C:20]3[CH:22]=[CH:23][C:24]([NH:26][S:27]([CH3:30])(=[O:29])=[O:28])=[CH:25][C:19]=3[S:18](=[O:32])(=[O:31])[N:17]=2)[C:6]1=[O:33].[OH-].[Na+:38], predict the reaction product. (8) Given the reactants O[C:2]1[CH:11]=[CH:10][C:9]2[C:4](=[CH:5][C:6](O)=[CH:7][CH:8]=2)[CH:3]=1.CC(CC(C)C)=[O:15].C=O, predict the reaction product. The product is: [OH:15][C:3]1[C:4]2[C:9](=[CH:8][CH:7]=[CH:6][CH:5]=2)[CH:10]=[CH:11][CH:2]=1. (9) Given the reactants [CH2:1]([NH:8][C:9](=[O:20])[C@H:10]([NH:14]C(OCC)=O)[CH2:11][O:12][CH3:13])[C:2]1[CH:7]=[CH:6][CH:5]=[CH:4][CH:3]=1.[OH-].[Na+], predict the reaction product. The product is: [NH2:14][C@H:10]([CH2:11][O:12][CH3:13])[C:9]([NH:8][CH2:1][C:2]1[CH:7]=[CH:6][CH:5]=[CH:4][CH:3]=1)=[O:20]. (10) Given the reactants [CH3:1][O:2][C:3]1[CH:23]=[CH:22][C:6]([C:7]([N:9]([C:14]2[CH:15]=[N:16][C:17]([O:20][CH3:21])=[CH:18][CH:19]=2)[NH:10][C:11]([NH2:13])=[O:12])=O)=[CH:5][CH:4]=1.C(O)C, predict the reaction product. The product is: [CH3:1][O:2][C:3]1[CH:23]=[CH:22][C:6]([C:7]2[N:9]([C:14]3[CH:15]=[N:16][C:17]([O:20][CH3:21])=[CH:18][CH:19]=3)[N:10]=[C:11]([OH:12])[N:13]=2)=[CH:5][CH:4]=1.